The task is: Predict the reactants needed to synthesize the given product.. This data is from Full USPTO retrosynthesis dataset with 1.9M reactions from patents (1976-2016). (1) Given the product [CH2:34]([NH:37][C:31]([C:28]1[CH2:27][CH2:26][NH:25][C:24]2[N:23]=[CH:22][N:21]=[C:20]([NH:19][C:4]3[CH:5]=[CH:6][C:7]([O:8][C:9]4[CH:14]=[CH:13][CH:12]=[C:11]([C:15]([F:17])([F:16])[F:18])[CH:10]=4)=[C:2]([Cl:1])[CH:3]=3)[C:30]=2[CH:29]=1)=[O:33])[CH:35]=[CH2:36], predict the reactants needed to synthesize it. The reactants are: [Cl:1][C:2]1[CH:3]=[C:4]([NH:19][C:20]2[C:30]3[CH:29]=[C:28]([C:31]([OH:33])=O)[CH2:27][CH2:26][NH:25][C:24]=3[N:23]=[CH:22][N:21]=2)[CH:5]=[CH:6][C:7]=1[O:8][C:9]1[CH:14]=[CH:13][CH:12]=[C:11]([C:15]([F:18])([F:17])[F:16])[CH:10]=1.[CH2:34]([NH2:37])[CH:35]=[CH2:36].ON1C2C=CC=CC=2N=N1.Cl.C(N=C=NCCCN(C)C)C. (2) Given the product [CH:1]1([CH2:7][C@H:8]([NH:19][C:20]([N:22]2[CH2:27][CH2:26][CH2:25][C@@H:24]([C@H:28]([C:37]3[CH:42]=[C:41]([F:43])[CH:40]=[C:39]([F:44])[C:38]=3[OH:45])[O:29][CH2:30][CH2:31][NH:32][C:33](=[O:36])[O:34][CH3:35])[CH2:23]2)=[O:21])[CH2:9][NH:10][CH3:11])[CH2:2][CH2:3][CH2:4][CH2:5][CH2:6]1, predict the reactants needed to synthesize it. The reactants are: [CH:1]1([CH2:7][C@H:8]([NH:19][C:20]([N:22]2[CH2:27][CH2:26][CH2:25][C@@H:24]([C@H:28]([C:37]3[CH:42]=[C:41]([F:43])[CH:40]=[C:39]([F:44])[C:38]=3[OH:45])[O:29][CH2:30][CH2:31][NH:32][C:33](=[O:36])[O:34][CH3:35])[CH2:23]2)=[O:21])[CH2:9][N:10](C)[C:11](OC(C)(C)C)=O)[CH2:6][CH2:5][CH2:4][CH2:3][CH2:2]1. (3) Given the product [Cl:1][C:2]1[CH:8]=[C:7]2[C:5](=[CH:4][C:3]=1[OH:9])[O:6][CH:33]=[C:23]([C:20]1[CH:19]=[CH:18][C:17]([C:14]3[CH:13]=[CH:12][C:11]([F:10])=[CH:16][CH:15]=3)=[CH:22][CH:21]=1)[C:24]2=[O:26], predict the reactants needed to synthesize it. The reactants are: [Cl:1][C:2]1[CH:8]=[CH:7][C:5]([OH:6])=[CH:4][C:3]=1[OH:9].[F:10][C:11]1[CH:16]=[CH:15][C:14]([C:17]2[CH:22]=[CH:21][C:20]([CH2:23][C:24]([OH:26])=O)=[CH:19][CH:18]=2)=[CH:13][CH:12]=1.P(Cl)(Cl)(Cl)(Cl)Cl.[CH3:33]N(C=O)C. (4) Given the product [CH:11]12[NH:6][CH:7]([CH2:13][CH2:12]1)[CH2:8][CH:9]([N:14]1[CH:18]=[C:17]([C:19]3[CH:24]=[C:23]([C:25]4[S:26][C:27]5[CH:33]=[CH:32][CH:31]=[CH:30][C:28]=5[N:29]=4)[C:22]([NH2:34])=[N:21][CH:20]=3)[CH:16]=[N:15]1)[CH2:10]2, predict the reactants needed to synthesize it. The reactants are: C(OC([N:6]1[CH:11]2[CH2:12][CH2:13][CH:7]1[CH2:8][CH:9]([N:14]1[CH:18]=[C:17]([C:19]3[CH:20]=[N:21][C:22]([NH:34]C(OCC)=O)=[C:23]([C:25]4[S:26][C:27]5[CH:33]=[CH:32][CH:31]=[CH:30][C:28]=5[N:29]=4)[CH:24]=3)[CH:16]=[N:15]1)[CH2:10]2)=O)C.[OH-].[K+].O.NN.O. (5) Given the product [Cl:21][C:9]1[N:8]=[C:7]([N:6]2[C:2]([CH3:1])=[C:3]([C:15]([OH:17])=[O:16])[CH:4]=[N:5]2)[C:12]([CH3:13])=[CH:11][CH:10]=1, predict the reactants needed to synthesize it. The reactants are: [CH3:1][C:2]1[N:6]([C:7]2[C:12]([CH3:13])=[CH:11][CH:10]=[CH:9][N+:8]=2[O-])[N:5]=[CH:4][C:3]=1[C:15]([O:17]C)=[O:16].O=P(Cl)(Cl)[Cl:21]. (6) Given the product [Cl:12][C:10]1[CH:9]=[CH:8][C:4]2[N:5]=[CH:6][N:7]=[C:2]([O:14][CH3:13])[C:3]=2[N:11]=1, predict the reactants needed to synthesize it. The reactants are: Cl[C:2]1[C:3]2[N:11]=[C:10]([Cl:12])[CH:9]=[CH:8][C:4]=2[N:5]=[CH:6][N:7]=1.[C:13]([O-])(O)=[O:14].[Na+]. (7) Given the product [CH3:16][C:12]1[CH:13]=[CH:14][CH:15]=[C:7]([NH:6][S:37]([C:34]2[CH:35]=[CH:36][C:31]([O:30][CH2:29][C:19]3[N:20]=[C:21]([C:23]4[CH:24]=[CH:25][CH:26]=[CH:27][CH:28]=4)[O:22][C:18]=3[CH3:17])=[CH:32][CH:33]=2)(=[O:38])=[O:39])[C:8]=1[C:9]([OH:11])=[O:10], predict the reactants needed to synthesize it. The reactants are: C(=O)(O)[O-].[Na+].[NH2:6][C:7]1[CH:15]=[CH:14][CH:13]=[C:12]([CH3:16])[C:8]=1[C:9]([OH:11])=[O:10].[CH3:17][C:18]1[O:22][C:21]([C:23]2[CH:28]=[CH:27][CH:26]=[CH:25][CH:24]=2)=[N:20][C:19]=1[CH2:29][O:30][C:31]1[CH:36]=[CH:35][C:34]([S:37](Cl)(=[O:39])=[O:38])=[CH:33][CH:32]=1. (8) Given the product [CH3:1][C:2]1[O:6][N:5]=[C:4]([C:7]2[CH:8]=[CH:9][CH:10]=[CH:11][CH:12]=2)[C:3]=1[CH2:13][O:14][C:15]1[CH:23]=[CH:22][C:18]([C:19]([NH:24][N:25]2[CH2:30][CH2:29][O:28][CH2:27][CH2:26]2)=[O:21])=[CH:17][N:16]=1, predict the reactants needed to synthesize it. The reactants are: [CH3:1][C:2]1[O:6][N:5]=[C:4]([C:7]2[CH:12]=[CH:11][CH:10]=[CH:9][CH:8]=2)[C:3]=1[CH2:13][O:14][C:15]1[CH:23]=[CH:22][C:18]([C:19]([OH:21])=O)=[CH:17][N:16]=1.[NH2:24][N:25]1[CH2:30][CH2:29][O:28][CH2:27][CH2:26]1.F[B-](F)(F)F.N1(OC(N(C)C)=[N+](C)C)C2C=CC=CC=2N=N1.C(N(CC)C(C)C)(C)C. (9) Given the product [ClH:1].[ClH:1].[CH2:2]([N:9]1[CH2:14][CH2:13][C@H:12]([CH3:15])[C@H:11]([NH:16][CH3:17])[CH2:10]1)[C:3]1[CH:4]=[CH:5][CH:6]=[CH:7][CH:8]=1, predict the reactants needed to synthesize it. The reactants are: [ClH:1].[CH2:2]([N:9]1[CH2:14][CH2:13][CH:12]([CH3:15])[CH:11]([NH:16][C:17](=O)OC)[CH2:10]1)[C:3]1[CH:8]=[CH:7][CH:6]=[CH:5][CH:4]=1.[H-].[Al+3].[Li+].[H-].[H-].[H-].C(O)(C)C.Cl.